Dataset: NCI-60 drug combinations with 297,098 pairs across 59 cell lines. Task: Regression. Given two drug SMILES strings and cell line genomic features, predict the synergy score measuring deviation from expected non-interaction effect. (1) Drug 1: COC1=CC(=CC(=C1O)OC)C2C3C(COC3=O)C(C4=CC5=C(C=C24)OCO5)OC6C(C(C7C(O6)COC(O7)C8=CC=CS8)O)O. Drug 2: CC1CCCC2(C(O2)CC(NC(=O)CC(C(C(=O)C(C1O)C)(C)C)O)C(=CC3=CSC(=N3)C)C)C. Cell line: SNB-75. Synergy scores: CSS=5.75, Synergy_ZIP=-3.21, Synergy_Bliss=3.57, Synergy_Loewe=1.94, Synergy_HSA=2.08. (2) Drug 1: CC1CCC2CC(C(=CC=CC=CC(CC(C(=O)C(C(C(=CC(C(=O)CC(OC(=O)C3CCCCN3C(=O)C(=O)C1(O2)O)C(C)CC4CCC(C(C4)OC)OCCO)C)C)O)OC)C)C)C)OC. Drug 2: N.N.Cl[Pt+2]Cl. Cell line: HCC-2998. Synergy scores: CSS=20.1, Synergy_ZIP=-2.97, Synergy_Bliss=0.615, Synergy_Loewe=-1.94, Synergy_HSA=0.0110. (3) Drug 1: CCC1=C2CN3C(=CC4=C(C3=O)COC(=O)C4(CC)O)C2=NC5=C1C=C(C=C5)O. Drug 2: COC1=C2C(=CC3=C1OC=C3)C=CC(=O)O2. Cell line: COLO 205. Synergy scores: CSS=37.3, Synergy_ZIP=-3.35, Synergy_Bliss=-2.64, Synergy_Loewe=-80.6, Synergy_HSA=-3.95. (4) Drug 1: CC12CCC3C(C1CCC2O)C(CC4=C3C=CC(=C4)O)CCCCCCCCCS(=O)CCCC(C(F)(F)F)(F)F. Drug 2: CCN(CC)CCCC(C)NC1=C2C=C(C=CC2=NC3=C1C=CC(=C3)Cl)OC. Cell line: PC-3. Synergy scores: CSS=5.39, Synergy_ZIP=-5.72, Synergy_Bliss=0.870, Synergy_Loewe=-15.8, Synergy_HSA=-1.82. (5) Drug 1: CC12CCC3C(C1CCC2=O)CC(=C)C4=CC(=O)C=CC34C. Drug 2: CCCCC(=O)OCC(=O)C1(CC(C2=C(C1)C(=C3C(=C2O)C(=O)C4=C(C3=O)C=CC=C4OC)O)OC5CC(C(C(O5)C)O)NC(=O)C(F)(F)F)O. Cell line: HOP-62. Synergy scores: CSS=44.3, Synergy_ZIP=-1.19, Synergy_Bliss=-1.64, Synergy_Loewe=-0.480, Synergy_HSA=-1.24. (6) Drug 1: CC1=C2C(C(=O)C3(C(CC4C(C3C(C(C2(C)C)(CC1OC(=O)C(C(C5=CC=CC=C5)NC(=O)OC(C)(C)C)O)O)OC(=O)C6=CC=CC=C6)(CO4)OC(=O)C)O)C)O. Drug 2: CCN(CC)CCCC(C)NC1=C2C=C(C=CC2=NC3=C1C=CC(=C3)Cl)OC. Cell line: MOLT-4. Synergy scores: CSS=69.7, Synergy_ZIP=-0.282, Synergy_Bliss=-1.63, Synergy_Loewe=-23.8, Synergy_HSA=-2.35. (7) Drug 1: CC1C(C(CC(O1)OC2CC(OC(C2O)C)OC3=CC4=CC5=C(C(=O)C(C(C5)C(C(=O)C(C(C)O)O)OC)OC6CC(C(C(O6)C)O)OC7CC(C(C(O7)C)O)OC8CC(C(C(O8)C)O)(C)O)C(=C4C(=C3C)O)O)O)O. Drug 2: C1CCC(C(C1)N)N.C(=O)(C(=O)[O-])[O-].[Pt+4]. Cell line: MOLT-4. Synergy scores: CSS=77.1, Synergy_ZIP=1.29, Synergy_Bliss=1.73, Synergy_Loewe=-1.26, Synergy_HSA=0.530. (8) Drug 1: COC1=C2C(=CC3=C1OC=C3)C=CC(=O)O2. Drug 2: N.N.Cl[Pt+2]Cl. Cell line: A498. Synergy scores: CSS=34.6, Synergy_ZIP=-6.11, Synergy_Bliss=0.252, Synergy_Loewe=0.743, Synergy_HSA=2.22. (9) Drug 1: C1=CC(=CC=C1C#N)C(C2=CC=C(C=C2)C#N)N3C=NC=N3. Drug 2: C1C(C(OC1N2C=C(C(=O)NC2=O)F)CO)O. Cell line: IGROV1. Synergy scores: CSS=5.48, Synergy_ZIP=-4.49, Synergy_Bliss=-5.43, Synergy_Loewe=-22.1, Synergy_HSA=-7.62.